This data is from Full USPTO retrosynthesis dataset with 1.9M reactions from patents (1976-2016). The task is: Predict the reactants needed to synthesize the given product. Given the product [NH:28]1[C:24]([C:21]2[CH:22]=[C:23]3[C:18](=[CH:19][CH:20]=2)[O:17][C:4]2([CH2:9][CH2:8][NH:7][CH2:6][CH2:5]2)[CH2:3][C:2]3=[O:1])=[N:25][N:26]=[N:27]1, predict the reactants needed to synthesize it. The reactants are: [O:1]=[C:2]1[C:23]2[C:18](=[CH:19][CH:20]=[C:21]([C:24]3[NH:28][N:27]=[N:26][N:25]=3)[CH:22]=2)[O:17][C:4]2([CH2:9][CH2:8][N:7](C(OC(C)(C)C)=O)[CH2:6][CH2:5]2)[CH2:3]1.